This data is from Forward reaction prediction with 1.9M reactions from USPTO patents (1976-2016). The task is: Predict the product of the given reaction. (1) The product is: [CH2:14]([N:9]1[CH:10]=[C:11]([CH3:12])[C@H:5]2[CH2:4][CH2:3][C@H:2]([CH3:1])[C@H:6]2[C:7]1=[O:8])[CH2:15][CH3:16]. Given the reactants [CH3:1][CH:2]1[CH:6]2[C:7]([NH:9][CH:10]=[C:11]([CH3:12])[CH:5]2[CH2:4][CH2:3]1)=[O:8].I[CH2:14][CH2:15][CH3:16], predict the reaction product. (2) Given the reactants [CH:1]1[CH:2]=[CH:3][C:4](Cl)=[C:5]([C:7]2[C:14]3[CH:15]=[C:16]([Cl:19])[CH:17]=[CH:18][C:13]=3[NH:12][C:10](=[O:11])[CH:9](O)[N:8]=2)[CH:6]=1.[CH3:22]NC1C[N+]([O-])=C(C2C=CC=CC=2)C2C=C(Cl)C=CC=2N=1.C1C=CC(Cl)=C(C23OCCN2CC(=O)NC2C=CC(Cl)=CC3=2)C=1.CCC1SC2N(C)C(CN=C(C3C=CC=CC=3Cl)C=2C=1)=O.CC1N2C3C=CC(Cl)=CC=3C(C3C=CC=CC=3)=NCC2=NN=1.CCC1SC2N3C(CN=C(C4C=CC=CC=4Cl)C=2C=1)=NN=C3C.CC1OC2(C3C=CC=CC=3)N(CC(NC3C=CC(Cl)=CC=32)=O)C1.C1C=NC(N2CCN(CCCCN3C(=O)[C@H]4[C@H]([C@H]5C[C@@H]4CC5)C3=O)CC2)=NC=1.C1C=NC(N2CCN(CCCCN3C(=O)CC4(CCCC4)CC3=O)CC2)=NC=1, predict the reaction product. The product is: [CH3:22][N:12]1[C:10](=[O:11])[CH2:9][N:8]=[C:7]([C:5]2[CH:6]=[CH:1][CH:2]=[CH:3][CH:4]=2)[C:14]2[CH:15]=[C:16]([Cl:19])[CH:17]=[CH:18][C:13]1=2.